From a dataset of Full USPTO retrosynthesis dataset with 1.9M reactions from patents (1976-2016). Predict the reactants needed to synthesize the given product. (1) Given the product [CH2:16]([S:15][C:13]1[O:14][C:10]([C:7]2[CH:8]=[CH:9][C:4]3[NH:3][CH:2]=[N:1][C:5]=3[CH:6]=2)=[N:11][N:12]=1)[CH3:17], predict the reactants needed to synthesize it. The reactants are: [NH:1]1[C:5]2[CH:6]=[C:7]([C:10]3[O:14][C:13]([SH:15])=[N:12][N:11]=3)[CH:8]=[CH:9][C:4]=2[N:3]=[CH:2]1.[CH2:16](Br)[CH3:17]. (2) Given the product [C:13]([O:12][C:10]([N:7]1[CH2:8][CH2:9][C:4]([CH2:3][C:1]([OH:35])=[O:18])([CH3:17])[CH2:5][CH2:6]1)=[O:11])([CH3:16])([CH3:15])[CH3:14], predict the reactants needed to synthesize it. The reactants are: [C:1]([CH2:3][C:4]1([CH3:17])[CH2:9][CH2:8][N:7]([C:10]([O:12][C:13]([CH3:16])([CH3:15])[CH3:14])=[O:11])[CH2:6][CH2:5]1)#N.[OH-:18].[Na+].C(OC(OC(C)(C)C)=O)(OC(C)(C)C)=O.[OH2:35]. (3) Given the product [F:23][C:24]1[CH:25]=[CH:26][CH:27]=[C:28]2[C:32]=1[N:31]([CH2:41][CH:39]([C:7]1[CH:6]=[N:9][C:4]([CH3:5])=[CH:3][CH:8]=1)[OH:45])[C:30]1[CH2:36][N:35]([CH3:11])[CH2:34][CH2:33][C:29]2=1, predict the reactants needed to synthesize it. The reactants are: Cl.F[C:3]1[CH:8]=[CH:7][CH:6]=[CH:5][C:4]=1[NH:9]N.[CH2:11](OC(OCC)CCCNC)C.[F:23][C:24]1[CH:25]=[CH:26][CH:27]=[C:28]2[C:32]=1[NH:31][CH:30]=[C:29]2[CH2:33][CH2:34][NH:35][CH3:36].C=O.[C:39]([OH:45])([C:41](F)(F)F)=O. (4) Given the product [F:41][C:42]1[CH:47]=[CH:46][CH:45]=[CH:44][C:43]=1[NH:48][C:49]([N:27]1[C:17]2[N:18]=[C:19]([N:21]3[CH2:26][CH2:25][O:24][CH2:23][CH2:22]3)[N:20]=[C:15]([C:12]3[CH:11]=[N:10][C:9]([N:8]([CH2:7][C:6]4[CH:5]=[CH:4][C:3]([O:2][CH3:1])=[CH:40][CH:39]=4)[CH2:30][C:31]4[CH:32]=[CH:33][C:34]([O:37][CH3:38])=[CH:35][CH:36]=4)=[N:14][CH:13]=3)[C:16]=2[CH2:29][CH2:28]1)=[S:50], predict the reactants needed to synthesize it. The reactants are: [CH3:1][O:2][C:3]1[CH:40]=[CH:39][C:6]([CH2:7][N:8]([CH2:30][C:31]2[CH:36]=[CH:35][C:34]([O:37][CH3:38])=[CH:33][CH:32]=2)[C:9]2[N:14]=[CH:13][C:12]([C:15]3[C:16]4[CH2:29][CH2:28][NH:27][C:17]=4[N:18]=[C:19]([N:21]4[CH2:26][CH2:25][O:24][CH2:23][CH2:22]4)[N:20]=3)=[CH:11][N:10]=2)=[CH:5][CH:4]=1.[F:41][C:42]1[CH:47]=[CH:46][CH:45]=[CH:44][C:43]=1[N:48]=[C:49]=[S:50].NC(N)=S. (5) Given the product [CH2:30]([O:29][C:22]1[CH:21]=[C:20]([C:18](=[O:19])[CH2:17][CH2:16][C:15]([NH:14][C:4]2[CH:3]=[C:2]([C:68]3[CH:69]=[CH:70][C:65]([OH:64])=[CH:66][CH:67]=3)[CH:7]=[C:6]([C:8]3[CH:13]=[CH:12][CH:11]=[CH:10][CH:9]=3)[N:5]=2)=[O:32])[CH:25]=[CH:24][C:23]=1[O:26][CH2:27][CH3:28])[CH3:31], predict the reactants needed to synthesize it. The reactants are: Cl[C:2]1[CH:7]=[C:6]([C:8]2[CH:13]=[CH:12][CH:11]=[CH:10][CH:9]=2)[N:5]=[C:4]([NH:14][C:15](=[O:32])[CH2:16][CH2:17][C:18]([C:20]2[CH:25]=[CH:24][C:23]([O:26][CH2:27][CH3:28])=[C:22]([O:29][CH2:30][CH3:31])[CH:21]=2)=[O:19])[CH:3]=1.C1(C2C=CC=CC=2)C=CC=CC=1P(C1CCCCC1)C1CCCCC1.C(=O)([O-])[O-].[K+].[K+].[OH:64][C:65]1[CH:70]=[CH:69][C:68](B(O)O)=[CH:67][CH:66]=1. (6) The reactants are: Br[C:2]1[C:7]([CH2:8][CH3:9])=[N:6][C:5]([C:10]2[CH:15]=[CH:14][C:13]([Cl:16])=[CH:12][C:11]=2[Cl:17])=[C:4]([CH2:18][CH3:19])[N:3]=1.[CH2:20]([N:23]1[CH:27]=[CH:26][N:25]=[C:24]1[NH2:28])[CH2:21][CH3:22].C1(C2C=CC=CC=2)C=CC=CC=1.CC(C)([O-])C.[Na+]. Given the product [Cl:17][C:11]1[CH:12]=[C:13]([Cl:16])[CH:14]=[CH:15][C:10]=1[C:5]1[N:6]=[C:7]([CH2:8][CH3:9])[C:2]([NH:28][C:24]2[N:23]([CH2:20][CH2:21][CH3:22])[CH:27]=[CH:26][N:25]=2)=[N:3][C:4]=1[CH2:18][CH3:19], predict the reactants needed to synthesize it. (7) Given the product [CH:31]1([C:2]2[CH:3]=[C:4]3[C:10]([C:11]([O:13][CH3:14])=[O:12])=[N:9][N:8]([CH2:15][O:16][CH2:17][CH2:18][Si:19]([CH3:22])([CH3:21])[CH3:20])[C:5]3=[N:6][CH:7]=2)[CH2:33][CH2:32]1, predict the reactants needed to synthesize it. The reactants are: Br[C:2]1[CH:3]=[C:4]2[C:10]([C:11]([O:13][CH3:14])=[O:12])=[N:9][N:8]([CH2:15][O:16][CH2:17][CH2:18][Si:19]([CH3:22])([CH3:21])[CH3:20])[C:5]2=[N:6][CH:7]=1.P([O-])([O-])([O-])=O.[K+].[K+].[K+].[CH:31]1(B2OC(C)(C)C(C)(C)O2)[CH2:33][CH2:32]1. (8) Given the product [CH:2]1[C:15]2[C:14](=[O:16])[C:13]3[C:8](=[CH:9][CH:10]=[CH:11][CH:12]=3)[C:7](=[O:17])[C:6]=2[CH:5]=[CH:4][C:3]=1[S:18]([NH2:1])(=[O:20])=[O:19], predict the reactants needed to synthesize it. The reactants are: [NH3:1].[CH:2]1[C:15]2[C:14](=[O:16])[C:13]3[C:8](=[CH:9][CH:10]=[CH:11][CH:12]=3)[C:7](=[O:17])[C:6]=2[CH:5]=[CH:4][C:3]=1[S:18](Cl)(=[O:20])=[O:19]. (9) Given the product [C:12]([O:11][C:9]([N:7]1[CH2:8][C@@H:4]([CH2:3][O:2][CH3:1])[CH2:5][C@H:6]1[C:16]1[NH:20][C:19]2[C:21]3[C:26]([CH:27]=[CH:28][C:18]=2[N:17]=1)=[CH:25][C:24]1[C:29]2[C:34]([CH2:35][O:36][C:23]=1[CH:22]=3)=[CH:33][C:32]([C:47]1[CH:48]=[CH:49][C:50]3[N:54]=[C:53]([C@@H:55]4[CH2:59][CH2:58][CH2:57][N:56]4[C:60](=[O:70])[C@@H:61]([NH:65][C:66]([O:67][CH3:68])=[O:69])[CH:62]([CH3:63])[CH3:64])[NH:52][C:51]=3[CH:71]=1)=[CH:31][CH:30]=2)=[O:10])([CH3:15])([CH3:13])[CH3:14], predict the reactants needed to synthesize it. The reactants are: [CH3:1][O:2][CH2:3][C@@H:4]1[CH2:8][N:7]([C:9]([O:11][C:12]([CH3:15])([CH3:14])[CH3:13])=[O:10])[C@H:6]([C:16]2[NH:20][C:19]3[C:21]4[C:26]([CH:27]=[CH:28][C:18]=3[N:17]=2)=[CH:25][C:24]2[C:29]3[C:34]([CH2:35][O:36][C:23]=2[CH:22]=4)=[CH:33][C:32](B2OC(C)(C)C(C)(C)O2)=[CH:31][CH:30]=3)[CH2:5]1.Br[C:47]1[CH:48]=[CH:49][C:50]2[N:54]=[C:53]([C@@H:55]3[CH2:59][CH2:58][CH2:57][N:56]3[C:60](=[O:70])[C@@H:61]([NH:65][C:66](=[O:69])[O:67][CH3:68])[CH:62]([CH3:64])[CH3:63])[NH:52][C:51]=2[CH:71]=1.C(=O)([O-])[O-].[K+].[K+].